From a dataset of Full USPTO retrosynthesis dataset with 1.9M reactions from patents (1976-2016). Predict the reactants needed to synthesize the given product. (1) Given the product [Br:1][C:2]1[C:3]2[N:4]([C:8]([N:11]([CH3:12])[C:31](=[O:32])[O:33][C:34]([CH3:35])([CH3:36])[CH3:37])=[N:9][N:10]=2)[CH:5]=[CH:6][CH:7]=1, predict the reactants needed to synthesize it. The reactants are: [Br:1][C:2]1[C:3]2[N:4]([C:8]([NH:11][CH3:12])=[N:9][N:10]=2)[CH:5]=[CH:6][CH:7]=1.C[Si]([N-][Si](C)(C)C)(C)C.[K+].[C:31](O[C:31]([O:33][C:34]([CH3:37])([CH3:36])[CH3:35])=[O:32])([O:33][C:34]([CH3:37])([CH3:36])[CH3:35])=[O:32]. (2) Given the product [Cl:41][C:42]1[S:46][C:45]([S:47]([NH:50][C:11]([NH:13][CH2:14][CH2:15][C:16]2[CH:21]=[CH:20][C:19]([N:22]3[C:26]4=[N:27][C:28]([CH3:32])=[CH:29][C:30]([CH3:31])=[C:25]4[N:24]=[C:23]3[CH2:33][CH3:34])=[CH:18][CH:17]=2)=[O:12])(=[O:49])=[O:48])=[CH:44][CH:43]=1, predict the reactants needed to synthesize it. The reactants are: C1(C2C=CC=CC=2)C=CC(S(N[C:11]([NH:13][CH2:14][CH2:15][C:16]2[CH:21]=[CH:20][C:19]([N:22]3[C:26]4=[N:27][C:28]([CH3:32])=[CH:29][C:30]([CH3:31])=[C:25]4[N:24]=[C:23]3[CH2:33][CH3:34])=[CH:18][CH:17]=2)=[O:12])(=O)=O)=CC=1.[Cl:41][C:42]1[S:46][C:45]([S:47]([NH2:50])(=[O:49])=[O:48])=[CH:44][CH:43]=1. (3) Given the product [Cl:1][C:2]1[CH:3]=[C:4]([F:19])[C:5]2[N:11]([C@@H:12]3[CH2:16][CH2:15][S:14](=[O:18])(=[O:17])[CH2:13]3)[C:37]([CH2:45][N:26]3[C:27]4=[CH:28][N:29]=[CH:30][CH:31]=[C:32]4[C:24]([S:21]([CH3:20])(=[O:23])=[O:22])=[N:25]3)=[N:8][C:6]=2[CH:7]=1, predict the reactants needed to synthesize it. The reactants are: [Cl:1][C:2]1[CH:7]=[C:6]([N+:8]([O-])=O)[C:5]([NH:11][C@@H:12]2[CH2:16][CH2:15][S:14](=[O:18])(=[O:17])[CH2:13]2)=[C:4]([F:19])[CH:3]=1.[CH3:20][S:21]([C:24]1[C:32]2[C:27](=[CH:28][N:29]=[CH:30][CH:31]=2)[NH:26][N:25]=1)(=[O:23])=[O:22].CS([C:37]1[C:45]2C(=CC=CC=2)NN=1)(=O)=O. (4) Given the product [C:1]([C:5]1[CH:32]=[CH:31][C:8]([CH2:9][N:10]([C:17]2[CH:22]=[CH:21][C:20]([C:23]3[CH:24]=[CH:25][C:26]([O:29][CH3:30])=[CH:27][CH:28]=3)=[CH:19][CH:18]=2)[C:11](=[O:16])[C:12]([OH:14])=[O:13])=[CH:7][CH:6]=1)([CH3:4])([CH3:2])[CH3:3], predict the reactants needed to synthesize it. The reactants are: [C:1]([C:5]1[CH:32]=[CH:31][C:8]([CH2:9][N:10]([C:17]2[CH:22]=[CH:21][C:20]([C:23]3[CH:28]=[CH:27][C:26]([O:29][CH3:30])=[CH:25][CH:24]=3)=[CH:19][CH:18]=2)[C:11](=[O:16])[C:12]([O:14]C)=[O:13])=[CH:7][CH:6]=1)([CH3:4])([CH3:3])[CH3:2].CO.[OH-].[Na+].Cl. (5) Given the product [NH2:9][CH:8]([C:17]1[CH:22]=[CH:21][CH:20]=[CH:19][CH:18]=1)[C:3]1([N:2]([CH3:1])[CH2:10][C:11]2[CH:12]=[CH:13][CH:14]=[CH:15][CH:16]=2)[CH2:7][CH2:6][CH2:5][CH2:4]1, predict the reactants needed to synthesize it. The reactants are: [CH3:1][N:2]([CH2:10][C:11]1[CH:16]=[CH:15][CH:14]=[CH:13][CH:12]=1)[C:3]1([C:8]#[N:9])[CH2:7][CH2:6][CH2:5][CH2:4]1.[C:17]1([Li])[CH:22]=[CH:21][CH:20]=[CH:19][CH:18]=1.C(OCCCC)CCC.[BH4-].[Na+].NC(C1C=CC=CC=1)C1(N(C)C)CCCC1. (6) Given the product [Br:22][C:8]1[C:9](=[O:21])[N:10]([CH2:14][C:15]2[CH:16]=[N:17][CH:18]=[CH:19][CH:20]=2)[C:11]([CH3:13])=[CH:12][C:7]=1[CH2:42][CH2:43][C:40]1[CH:35]=[CH:36][C:50]([F:63])=[CH:38][CH:39]=1, predict the reactants needed to synthesize it. The reactants are: FC(F)(F)S(O[C:7]1[CH:12]=[C:11]([CH3:13])[N:10]([CH2:14][C:15]2[CH:16]=[N:17][CH:18]=[CH:19][CH:20]=2)[C:9](=[O:21])[C:8]=1[Br:22])(=O)=O.BrC1C(=O)N(C[C:35]2[CH:36]=N[CH:38]=[CH:39][CH:40]=2)C(C)=CC=1O.[CH2:42](N(CC)CC)[CH3:43].F[C:50]([F:63])(F)S(OS(C(F)(F)F)(=O)=O)(=O)=O.